Dataset: Full USPTO retrosynthesis dataset with 1.9M reactions from patents (1976-2016). Task: Predict the reactants needed to synthesize the given product. (1) Given the product [CH:1]1([CH:4]([C:7]2[CH:12]=[CH:11][CH:10]=[C:9]([O:13][CH3:14])[C:8]=2[OH:15])[CH3:5])[CH2:3][CH2:2]1, predict the reactants needed to synthesize it. The reactants are: [CH:1]1([C:4]([C:7]2[CH:12]=[CH:11][CH:10]=[C:9]([O:13][CH3:14])[C:8]=2[OH:15])(O)[CH3:5])[CH2:3][CH2:2]1.C([SiH](CC)CC)C.FC(F)(F)C(O)=O.C(=O)(O)[O-].[Na+].[F-].C([N+](CCCC)(CCCC)CCCC)CCC. (2) Given the product [Br:1][C:2]1[CH:7]=[CH:6][C:5]([C:23]([C:20]2[CH:21]=[N:22][C:17]([N:11]3[CH2:16][CH2:15][O:14][CH2:13][CH2:12]3)=[CH:18][CH:19]=2)=[O:24])=[C:4]([F:10])[CH:3]=1, predict the reactants needed to synthesize it. The reactants are: [Br:1][C:2]1[CH:7]=[CH:6][C:5]([Zn]I)=[C:4]([F:10])[CH:3]=1.[N:11]1([C:17]2[N:22]=[CH:21][C:20]([C:23](Cl)=[O:24])=[CH:19][CH:18]=2)[CH2:16][CH2:15][O:14][CH2:13][CH2:12]1.[Cl-].[NH4+]. (3) Given the product [C:22]1([C:28]2[N:32]=[C:31]([S:33][CH2:2][C:3]3[O:4][C:5]([C:12]4[CH:17]=[CH:16][C:15]([C:18]([F:21])([F:20])[F:19])=[CH:14][CH:13]=4)=[CH:6][C:7]=3[CH2:8][OH:10])[NH:30][N:29]=2)[CH:23]=[CH:24][CH:25]=[CH:26][CH:27]=1, predict the reactants needed to synthesize it. The reactants are: Br[CH2:2][C:3]1[O:4][C:5]([C:12]2[CH:17]=[CH:16][C:15]([C:18]([F:21])([F:20])[F:19])=[CH:14][CH:13]=2)=[CH:6][C:7]=1[C:8]([O:10]C)=O.[C:22]1([C:28]2[N:32]=[C:31]([SH:33])[NH:30][N:29]=2)[CH:27]=[CH:26][CH:25]=[CH:24][CH:23]=1. (4) Given the product [Cl:14][C:10]1[CH:9]=[C:8]([C:5]([F:6])([F:7])[CH2:4][OH:3])[CH:13]=[CH:12][CH:11]=1, predict the reactants needed to synthesize it. The reactants are: C([O:3][C:4](=O)[C:5]([C:8]1[CH:13]=[CH:12][CH:11]=[C:10]([Cl:14])[CH:9]=1)([F:7])[F:6])C.[BH4-].[Na+]. (5) Given the product [NH2:65][C:62]1[N:63]=[CH:64][C:59]([C:40]2[N:39]=[C:38]3[C:43]([N:44]=[C:45]([N:46]4[CH2:51][CH2:50][N:49]([C:66](=[O:70])[C@H:67]([OH:68])[CH3:69])[C@@H:48]([CH3:52])[CH2:47]4)[N:37]3[CH2:36][CH:33]3[CH2:35][CH2:34]3)=[C:42]([N:53]3[CH2:58][CH2:57][O:56][CH2:55][CH2:54]3)[N:41]=2)=[CH:60][N:61]=1, predict the reactants needed to synthesize it. The reactants are: ON1C2C=CC=CC=2N=N1.C1(N=C=NC2CCCCC2)CCCCC1.C(N(CC)CC)C.[CH:33]1([CH2:36][N:37]2[C:45]([N:46]3[CH2:51][CH2:50][NH:49][C@@H:48]([CH3:52])[CH2:47]3)=[N:44][C:43]3[C:38]2=[N:39][C:40]([C:59]2[CH:60]=[N:61][C:62]([NH2:65])=[N:63][CH:64]=2)=[N:41][C:42]=3[N:53]2[CH2:58][CH2:57][O:56][CH2:55][CH2:54]2)[CH2:35][CH2:34]1.[C:66](O)(=[O:70])[C@@H:67]([CH3:69])[OH:68]. (6) Given the product [F:10][C:9]([F:12])([F:11])[C:4]1[CH:5]=[CH:6][CH:7]=[CH:8][C:3]=1[CH2:2][N:21]1[C:29]2[C:24](=[CH:25][CH:26]=[CH:27][CH:28]=2)[C:23]2([C:41]3[C:32](=[CH:33][C:34]4[O:39][CH2:38][CH2:37][O:36][C:35]=4[CH:40]=3)[O:31][CH2:30]2)[C:22]1=[O:42], predict the reactants needed to synthesize it. The reactants are: Cl[CH2:2][C:3]1[CH:8]=[CH:7][CH:6]=[CH:5][C:4]=1[C:9]([F:12])([F:11])[F:10].BrCC1CCCCO1.[NH:21]1[C:29]2[C:24](=[CH:25][CH:26]=[CH:27][CH:28]=2)[C:23]2([C:41]3[C:32](=[CH:33][C:34]4[O:39][CH2:38][CH2:37][O:36][C:35]=4[CH:40]=3)[O:31][CH2:30]2)[C:22]1=[O:42]. (7) Given the product [Cl:1][C:2]1[CH:10]=[C:9]2[C:5]([C:6]([CH:19]=[O:22])=[CH:7][NH:8]2)=[CH:4][C:3]=1[C:11]1[CH:16]=[CH:15][C:14]([O:17][CH3:18])=[CH:13][CH:12]=1, predict the reactants needed to synthesize it. The reactants are: [Cl:1][C:2]1[CH:10]=[C:9]2[C:5]([CH:6]=[CH:7][NH:8]2)=[CH:4][C:3]=1[C:11]1[CH:16]=[CH:15][C:14]([O:17][CH3:18])=[CH:13][CH:12]=1.[CH3:19]C#N.[OH-:22].[Na+]. (8) Given the product [NH2:1][C:2]1[C:3]2[N:4]([C:8]([CH:25]3[CH2:26][CH2:27][CH2:28]3)=[N:9][C:10]=2[C:11]2[CH2:12][CH2:13][N:14]([C:17]([C:19]3[CH:24]=[CH:23][CH:22]=[CH:21][C:20]=3[F:29])=[O:18])[CH2:15][CH:16]=2)[CH:5]=[CH:6][N:7]=1, predict the reactants needed to synthesize it. The reactants are: [NH2:1][C:2]1[C:3]2[N:4]([C:8]([CH:25]3[CH2:28][CH2:27][CH2:26]3)=[N:9][C:10]=2[C:11]2[CH2:12][CH2:13][N:14]([C:17]([C:19]3[CH:24]=[CH:23][CH:22]=[CH:21][CH:20]=3)=[O:18])[CH2:15][CH:16]=2)[CH:5]=[CH:6][N:7]=1.[F:29]C1C=CC=CC=1C(O)=O.